From a dataset of NCI-60 drug combinations with 297,098 pairs across 59 cell lines. Regression. Given two drug SMILES strings and cell line genomic features, predict the synergy score measuring deviation from expected non-interaction effect. (1) Drug 1: CN(C)N=NC1=C(NC=N1)C(=O)N. Drug 2: C1CN(CCN1C(=O)CCBr)C(=O)CCBr. Cell line: COLO 205. Synergy scores: CSS=6.89, Synergy_ZIP=-8.53, Synergy_Bliss=-5.89, Synergy_Loewe=-16.6, Synergy_HSA=-7.35. (2) Drug 1: CNC(=O)C1=CC=CC=C1SC2=CC3=C(C=C2)C(=NN3)C=CC4=CC=CC=N4. Drug 2: CC1CCC2CC(C(=CC=CC=CC(CC(C(=O)C(C(C(=CC(C(=O)CC(OC(=O)C3CCCCN3C(=O)C(=O)C1(O2)O)C(C)CC4CCC(C(C4)OC)O)C)C)O)OC)C)C)C)OC. Cell line: SN12C. Synergy scores: CSS=32.6, Synergy_ZIP=2.48, Synergy_Bliss=5.87, Synergy_Loewe=7.42, Synergy_HSA=8.26. (3) Drug 1: C1=NC2=C(N=C(N=C2N1C3C(C(C(O3)CO)O)F)Cl)N. Drug 2: COCCOC1=C(C=C2C(=C1)C(=NC=N2)NC3=CC=CC(=C3)C#C)OCCOC.Cl. Cell line: U251. Synergy scores: CSS=1.81, Synergy_ZIP=-3.79, Synergy_Bliss=-8.86, Synergy_Loewe=-19.7, Synergy_HSA=-7.56.